This data is from Catalyst prediction with 721,799 reactions and 888 catalyst types from USPTO. The task is: Predict which catalyst facilitates the given reaction. (1) Reactant: [Cl:1][C:2]1[C:3]([F:31])=[C:4]([CH:8]2[C:12]([C:15]3[CH:20]=[CH:19][C:18]([Cl:21])=[CH:17][C:16]=3[F:22])([C:13]#[N:14])[CH:11]([CH2:23][C:24]([CH3:27])([CH3:26])[CH3:25])[NH:10][CH:9]2[C:28](O)=[O:29])[CH:5]=[CH:6][CH:7]=1.CN(C(ON1N=NC2C=CC=NC1=2)=[N+](C)C)C.F[P-](F)(F)(F)(F)F.CCN(C(C)C)C(C)C.[NH2:65][C:66]1[CH:67]=[C:68]([CH:72]=[CH:73][CH:74]=1)[C:69]([NH2:71])=[O:70]. Product: [C:69]([C:68]1[CH:67]=[C:66]([NH:65][C:28]([C@H:9]2[C@H:8]([C:4]3[CH:5]=[CH:6][CH:7]=[C:2]([Cl:1])[C:3]=3[F:31])[C@:12]([C:15]3[CH:20]=[CH:19][C:18]([Cl:21])=[CH:17][C:16]=3[F:22])([C:13]#[N:14])[C@H:11]([CH2:23][C:24]([CH3:25])([CH3:27])[CH3:26])[NH:10]2)=[O:29])[CH:74]=[CH:73][CH:72]=1)(=[O:70])[NH2:71]. The catalyst class is: 61. (2) Reactant: [CH:1]1([CH2:7][C@H:8]([CH2:12][C:13]([N:15]2[CH2:20][CH2:19][O:18][CH2:17][CH2:16]2)=[O:14])[C:9]([OH:11])=O)[CH2:6][CH2:5][CH2:4][CH2:3][CH2:2]1.C(Cl)CCl.O[N:26]1[C:30]2C=CC=CC=2N=N1.[NH2:35][C:36]1(C#N)[CH2:41][CH2:40][N:39]([CH3:42])[CH2:38][CH2:37]1. Product: [C:30]([CH:38]1[CH2:37][CH:36]([NH:35][C:9](=[O:11])[CH:8]([CH2:7][CH:1]2[CH2:2][CH2:3][CH2:4][CH2:5][CH2:6]2)[CH2:12][C:13]([N:15]2[CH2:20][CH2:19][O:18][CH2:17][CH2:16]2)=[O:14])[CH2:41][CH2:40][N:39]1[CH3:42])#[N:26]. The catalyst class is: 3. (3) Reactant: [O:1]1[CH2:3][C@@H:2]1[CH2:4][N:5]1[C:11]2[CH:12]=[CH:13][CH:14]=[CH:15][C:10]=2[CH2:9][CH2:8][C:7]2[CH:16]=[CH:17][CH:18]=[CH:19][C:6]1=2.C(O)C.[N-:23]=[N+:24]=[N-:25].[Na+].[Cl-].[NH4+]. Product: [N:23]([CH2:3][C@@H:2]([OH:1])[CH2:4][N:5]1[C:11]2[CH:12]=[CH:13][CH:14]=[CH:15][C:10]=2[CH2:9][CH2:8][C:7]2[CH:16]=[CH:17][CH:18]=[CH:19][C:6]1=2)=[N+:24]=[N-:25]. The catalyst class is: 6. (4) Reactant: [CH:1]1[C:6]2=[C:7]3[C:15](=[CH:16][CH:17]=[C:5]2[CH:4]=[CH:3][CH:2]=1)[C:14]1[C:9](=[CH:10][CH:11]=[CH:12][CH:13]=1)[N:8]3[C:18]1[CH:23]=[CH:22][C:21]([C:24](=[O:26])[CH3:25])=[CH:20][CH:19]=1.[CH3:27][C:28]1[CH:36]=[C:35]([CH3:37])[CH:34]=[C:33]([CH3:38])[C:29]=1[C:30](Cl)=[O:31].[Al+3].[Cl-].[Cl-].[Cl-]. Product: [CH3:27][C:28]1[CH:36]=[C:35]([CH3:37])[CH:34]=[C:33]([CH3:38])[C:29]=1[C:30]([C:17]1[CH:16]=[C:15]2[C:7]([N:8]([C:18]3[CH:19]=[CH:20][C:21]([C:24](=[O:26])[CH3:25])=[CH:22][CH:23]=3)[C:9]3[C:14]2=[CH:13][CH:12]=[CH:11][CH:10]=3)=[C:6]2[CH:1]=[CH:2][CH:3]=[CH:4][C:5]=12)=[O:31]. The catalyst class is: 2. (5) Reactant: [CH3:1][O:2][C:3]1[CH:4]=[C:5]([CH2:23][OH:24])[CH:6]=[CH:7][C:8]=1[O:9][CH2:10][C:11]1[N:12]=[C:13]([C:17]2[CH:22]=[CH:21][CH:20]=[CH:19][CH:18]=2)[S:14][C:15]=1[CH3:16].O[C:26]1[C:30]([CH:31]=[O:32])=[CH:29][N:28]([C:33]2[CH:38]=[CH:37][CH:36]=[CH:35][CH:34]=2)[N:27]=1.C(P(CCCC)CCCC)CCC.N(C(N1CCCCC1)=O)=NC(N1CCCCC1)=O. Product: [CH3:1][O:2][C:3]1[CH:4]=[C:5]([CH:6]=[CH:7][C:8]=1[O:9][CH2:10][C:11]1[N:12]=[C:13]([C:17]2[CH:22]=[CH:21][CH:20]=[CH:19][CH:18]=2)[S:14][C:15]=1[CH3:16])[CH2:23][O:24][C:26]1[C:30]([CH:31]=[O:32])=[CH:29][N:28]([C:33]2[CH:34]=[CH:35][CH:36]=[CH:37][CH:38]=2)[N:27]=1. The catalyst class is: 7. (6) Reactant: Cl.[NH2:2][OH:3].C([O-])(=O)C.[Na+].[CH2:9]([N:16]1[CH2:21][CH:20]2[CH:18]([CH:19]2[CH:22]=O)[CH2:17]1)[C:10]1[CH:15]=[CH:14][CH:13]=[CH:12][CH:11]=1. Product: [CH2:9]([N:16]1[CH2:21][CH:20]2[CH:18]([CH:19]2[CH:22]=[N:2][OH:3])[CH2:17]1)[C:10]1[CH:15]=[CH:14][CH:13]=[CH:12][CH:11]=1. The catalyst class is: 14. (7) Reactant: [Cl:1][C:2]1[CH:7]=[C:6]([O:8][CH3:9])[CH:5]=[C:4]([Cl:10])[N:3]=1.[N+:11]([O-])([OH:13])=[O:12]. Product: [Cl:1][C:2]1[C:7]([N+:11]([O-:13])=[O:12])=[C:6]([O:8][CH3:9])[CH:5]=[C:4]([Cl:10])[N:3]=1. The catalyst class is: 65. (8) Reactant: C[O:2][C:3](=[O:16])[C:4]1[CH:9]=[CH:8][CH:7]=[C:6]([C:10]2[CH:15]=[CH:14][N:13]=[N:12][CH:11]=2)[CH:5]=1.[C:17]([OH:21])(=[O:20])[CH:18]=[O:19].[C:22]1([CH3:31])[CH:27]=[CH:26][CH:25]=[C:24]([CH2:28][CH:29]=[O:30])[CH:23]=1. Product: [C:22]([O:21][C:17](=[O:20])[CH2:18][C:3](=[O:16])[C:4]1[CH:9]=[CH:8][CH:7]=[C:6]([C:10]2[CH:15]=[CH:14][N:13]=[N:12][CH:11]=2)[CH:5]=1)([CH3:31])([CH3:27])[CH3:23].[OH:30][CH:29]1[O:16][C:3](=[O:2])[CH:4]=[C:28]1[C:24]1[CH:23]=[C:22]([CH3:31])[CH:27]=[CH:26][CH:25]=1.[OH2:19].[NH2:12][NH2:13]. The catalyst class is: 51. (9) Reactant: F[C:2]1[N:7]=[CH:6][C:5]([C:8]2[NH:9][C:10]3[C:15]([CH:16]=2)=[CH:14][C:13]([O:17][CH3:18])=[CH:12][CH:11]=3)=[CH:4][CH:3]=1.[NH:19]1[CH:23]=[CH:22][N:21]=[CH:20]1.C([O-])([O-])=O.[Cs+].[Cs+]. Product: [N:19]1([C:2]2[N:7]=[CH:6][C:5]([C:8]3[NH:9][C:10]4[C:15]([CH:16]=3)=[CH:14][C:13]([O:17][CH3:18])=[CH:12][CH:11]=4)=[CH:4][CH:3]=2)[CH:23]=[CH:22][N:21]=[CH:20]1. The catalyst class is: 3. (10) Reactant: CC([O-])(C)C.[K+].[CH3:7][O:8][C:9]1[C:14]2[O:15][C:16]3[CH:21]=[CH:20][CH:19]=[CH:18][C:17]=3[C:13]=2[CH:12]=[CH:11][CH:10]=1.[SiH:22]([CH2:27][CH3:28])([CH2:25][CH3:26])[CH2:23][CH3:24]. Product: [CH2:23]([Si:22]([CH2:27][CH3:28])([CH2:25][CH3:26])[C:21]1[C:16]2[O:15][C:14]3[C:9]([O:8][CH3:7])=[CH:10][CH:11]=[CH:12][C:13]=3[C:17]=2[CH:18]=[CH:19][CH:20]=1)[CH3:24]. The catalyst class is: 1.